Dataset: Forward reaction prediction with 1.9M reactions from USPTO patents (1976-2016). Task: Predict the product of the given reaction. The product is: [Cl:19][C:20]1[CH:21]=[CH:22][C:23]([C:26]2[CH:34]=[C:33]3[C:29]([C:30]([NH:43][C:44](=[O:48])[CH2:45][CH2:46][CH3:47])=[N:31][NH:32]3)=[CH:28][CH:27]=2)=[CH:24][CH:25]=1. Given the reactants [F-].C([N+](CCCC)(CCCC)CCCC)CCC.[Cl:19][C:20]1[CH:25]=[CH:24][C:23]([C:26]2[CH:34]=[C:33]3[C:29]([C:30]([NH:43][C:44](=[O:48])[CH2:45][CH2:46][CH3:47])=[N:31][N:32]3COCC[Si](C)(C)C)=[CH:28][CH:27]=2)=[CH:22][CH:21]=1.C(OCC)(=O)C, predict the reaction product.